Dataset: NCI-60 drug combinations with 297,098 pairs across 59 cell lines. Task: Regression. Given two drug SMILES strings and cell line genomic features, predict the synergy score measuring deviation from expected non-interaction effect. (1) Drug 1: CC12CCC(CC1=CCC3C2CCC4(C3CC=C4C5=CN=CC=C5)C)O. Drug 2: C1=CC(=CC=C1CCCC(=O)O)N(CCCl)CCCl. Cell line: HL-60(TB). Synergy scores: CSS=54.6, Synergy_ZIP=-4.70, Synergy_Bliss=-17.4, Synergy_Loewe=-24.0, Synergy_HSA=-20.4. (2) Drug 1: C1=CN(C(=O)N=C1N)C2C(C(C(O2)CO)O)O.Cl. Drug 2: CS(=O)(=O)OCCCCOS(=O)(=O)C. Cell line: HT29. Synergy scores: CSS=36.8, Synergy_ZIP=-3.85, Synergy_Bliss=-0.0936, Synergy_Loewe=-33.9, Synergy_HSA=-0.627. (3) Drug 1: CC1C(C(CC(O1)OC2CC(OC(C2O)C)OC3=CC4=CC5=C(C(=O)C(C(C5)C(C(=O)C(C(C)O)O)OC)OC6CC(C(C(O6)C)O)OC7CC(C(C(O7)C)O)OC8CC(C(C(O8)C)O)(C)O)C(=C4C(=C3C)O)O)O)O. Drug 2: CCCCC(=O)OCC(=O)C1(CC(C2=C(C1)C(=C3C(=C2O)C(=O)C4=C(C3=O)C=CC=C4OC)O)OC5CC(C(C(O5)C)O)NC(=O)C(F)(F)F)O. Cell line: NCI-H322M. Synergy scores: CSS=69.3, Synergy_ZIP=6.92, Synergy_Bliss=9.09, Synergy_Loewe=-22.5, Synergy_HSA=8.76. (4) Drug 1: CCC1=CC2CC(C3=C(CN(C2)C1)C4=CC=CC=C4N3)(C5=C(C=C6C(=C5)C78CCN9C7C(C=CC9)(C(C(C8N6C)(C(=O)OC)O)OC(=O)C)CC)OC)C(=O)OC.C(C(C(=O)O)O)(C(=O)O)O. Drug 2: CC(C)(C#N)C1=CC(=CC(=C1)CN2C=NC=N2)C(C)(C)C#N. Cell line: ACHN. Synergy scores: CSS=14.4, Synergy_ZIP=-6.33, Synergy_Bliss=-3.64, Synergy_Loewe=-4.99, Synergy_HSA=-3.18.